This data is from Experimentally validated miRNA-target interactions with 360,000+ pairs, plus equal number of negative samples. The task is: Binary Classification. Given a miRNA mature sequence and a target amino acid sequence, predict their likelihood of interaction. (1) The miRNA is hsa-miR-628-5p with sequence AUGCUGACAUAUUUACUAGAGG. The protein sequence of the target gene is MGPLTFMDVAIEFCLEEWQCLDIAQQNLYRNVMLENYRNLVFLGIAVSKPDLITCLEQEKEPWEPMRRHEMVAKPPVMCSHFTQDFWPEQHIKDPFQKATLRRYKNCEHKNVHLKKDHKSVDECKVHRGGYNGFNQCLPATQSKIFLFDKCVKAFHKFSNSNRHKISHTEKKLFKCKECGKSFCMLPHLAQHKIIHTRVNFCKCEKCGKAFNCPSIITKHKRINTGEKPYTCEECGKVFNWSSRLTTHKKNYTRYKLYKCEECGKAFNKSSILTTHKIIRTGEKFYKCKECAKAFNQSSN.... Result: 0 (no interaction). (2) The miRNA is hsa-miR-488-3p with sequence UUGAAAGGCUAUUUCUUGGUC. The protein sequence of the target gene is MASLRLFLLCLAGLVFVSEAGPAGAGESKCPLMVKVLDAVRGSPAVDVAVKVFKKTSEGSWEPFASGKTAESGELHGLTTDEKFVEGVYRVELDTKSYWKTLGISPFHEFADVVFTANDSGHRHYTIAALLSPYSYSTTAVVSNPQN. Result: 0 (no interaction).